Predict the product of the given reaction. From a dataset of Forward reaction prediction with 1.9M reactions from USPTO patents (1976-2016). (1) The product is: [OH:13][CH2:14][C@@H:15]1[CH2:19][C:18](=[CH2:20])[CH2:17][N:16]1[C:21]([C:23]1[CH:28]=[C:27]([O:29][CH3:30])[C:26]([O:31][CH2:32][CH2:33][CH2:34][CH2:35][CH2:36][O:37][C:38]2[CH:43]=[C:42]([NH:44][C:45]([O:47][CH2:48][C@H:49]([S:51][S:52][C:53]3[C:58]([N+:59]([O-:61])=[O:60])=[CH:57][CH:56]=[CH:55][N:54]=3)[CH3:50])=[O:46])[C:41]([C:62]([N:64]3[CH2:68][C:67](=[CH2:69])[CH2:66][C@H:65]3[CH2:70][OH:71])=[O:63])=[CH:40][C:39]=2[O:79][CH3:80])=[CH:25][C:24]=1[NH:81][C:82](=[O:88])[O:83][C:84]([CH3:87])([CH3:86])[CH3:85])=[O:22]. Given the reactants C(O)(=O)C.O.[Si]([O:13][CH2:14][C@@H:15]1[CH2:19][C:18](=[CH2:20])[CH2:17][N:16]1[C:21]([C:23]1[CH:28]=[C:27]([O:29][CH3:30])[C:26]([O:31][CH2:32][CH2:33][CH2:34][CH2:35][CH2:36][O:37][C:38]2[CH:43]=[C:42]([NH:44][C:45]([O:47][CH2:48][C@H:49]([S:51][S:52][C:53]3[C:58]([N+:59]([O-:61])=[O:60])=[CH:57][CH:56]=[CH:55][N:54]=3)[CH3:50])=[O:46])[C:41]([C:62]([N:64]3[CH2:68][C:67](=[CH2:69])[CH2:66][C@H:65]3[CH2:70][O:71][Si](C(C)(C)C)(C)C)=[O:63])=[CH:40][C:39]=2[O:79][CH3:80])=[CH:25][C:24]=1[NH:81][C:82](=[O:88])[O:83][C:84]([CH3:87])([CH3:86])[CH3:85])=[O:22])(C(C)(C)C)(C)C.C(=O)(O)[O-].[Na+], predict the reaction product. (2) Given the reactants [Cl:1][C:2]1[C:7](=[O:8])[N:6]([CH:9]([CH2:13][CH:14]2[CH2:19][CH2:18][CH2:17][CH2:16][CH2:15]2)[C:10]([OH:12])=O)[N:5]=[CH:4][C:3]=1[O:20][C:21]1[CH:26]=[CH:25][CH:24]=[CH:23][CH:22]=1.[NH2:27][C:28]1[CH:32]=[CH:31][N:30]([CH2:33][C:34]([CH3:37])([OH:36])[CH3:35])[N:29]=1, predict the reaction product. The product is: [Cl:1][C:2]1[C:7](=[O:8])[N:6]([CH:9]([CH2:13][CH:14]2[CH2:15][CH2:16][CH2:17][CH2:18][CH2:19]2)[C:10]([NH:27][C:28]2[CH:32]=[CH:31][N:30]([CH2:33][C:34]([OH:36])([CH3:35])[CH3:37])[N:29]=2)=[O:12])[N:5]=[CH:4][C:3]=1[O:20][C:21]1[CH:22]=[CH:23][CH:24]=[CH:25][CH:26]=1. (3) The product is: [Br:20][C:18]1[CH:19]=[C:14]([C@@:12]2([CH3:13])[N:11]=[C:10]([NH:22][C:23](=[O:29])[O:24][C:25]([CH3:28])([CH3:27])[CH3:26])[C:6]3([CH2:9][CH2:8][CH2:7]3)[S:5](=[O:31])(=[O:30])[C@@H:4]2[CH2:1][CH2:2][OH:33])[C:15]([F:21])=[N:16][CH:17]=1. Given the reactants [CH2:1]([C@@H:4]1[C@:12]([C:14]2[C:15]([F:21])=[N:16][CH:17]=[C:18]([Br:20])[CH:19]=2)([CH3:13])[N:11]=[C:10]([NH:22][C:23](=[O:29])[O:24][C:25]([CH3:28])([CH3:27])[CH3:26])[C:6]2([CH2:9][CH2:8][CH2:7]2)[S:5]1(=[O:31])=[O:30])[CH:2]=C.C(=O)(O)[O-:33].[Na+].[BH4-].[Na+], predict the reaction product. (4) Given the reactants [Cl:1][C:2]1[CH:7]=[CH:6][C:5]([C:8]2([CH2:15][C:16]#[N:17])[CH2:13][CH2:12][CH2:11][CH2:10][C:9]2=[O:14])=[CH:4][CH:3]=1.C(O[CH:23](N(C)C)[N:24]([CH3:26])[CH3:25])(C)(C)C, predict the reaction product. The product is: [Cl:1][C:2]1[CH:3]=[CH:4][C:5]([C:8]2([CH2:15][C:16]#[N:17])[CH2:13][CH2:12][CH2:11][C:10](=[CH:23][N:24]([CH3:26])[CH3:25])[C:9]2=[O:14])=[CH:6][CH:7]=1.